This data is from M1 muscarinic receptor antagonist screen with 61,756 compounds. The task is: Binary Classification. Given a drug SMILES string, predict its activity (active/inactive) in a high-throughput screening assay against a specified biological target. (1) The compound is O1C(COc2c1cccc2)C(=O)Nc1ccncc1. The result is 0 (inactive). (2) The drug is O1CCN(CC(O)c2nn(nn2)C)CC1. The result is 0 (inactive). (3) The drug is Clc1c(nc(SC)nc1)C(=O)C(c1[nH]c2c(cc(cc2C)C)c(=O)n1)C#N. The result is 0 (inactive). (4) The molecule is S(=O)(=O)(N1CCCC1)c1cc2c(oc(c2C)C(=O)NCc2c(OC)cccc2)cc1. The result is 0 (inactive). (5) The compound is S(c1n(c2c(n(c(=O)n(c2=O)C)C)n1)C)CC(=O)Nc1c(cccc1)C(OC)=O. The result is 0 (inactive). (6) The molecule is O=C(NCCOC)Cn1nc2CCC(Cc2c1)C. The result is 0 (inactive). (7) The molecule is O(c1c(/[nH][nH]c1)=C1\C(O)=CC(=O)C=C1)c1ccc(OC)cc1. The result is 0 (inactive).